Predict the product of the given reaction. From a dataset of Forward reaction prediction with 1.9M reactions from USPTO patents (1976-2016). (1) Given the reactants Br[C:2]1[C:3]([CH3:17])=[N:4][C:5]([N:8]2[CH2:13][C@@H:12]3[C@@H:10]([CH2:11]3)[CH:9]2[C:14]([OH:16])=[O:15])=[N:6][CH:7]=1.[F:18][C:19]([F:33])([F:32])[C:20]1[CH:28]=[C:27]2[C:23]([CH:24]=[N:25][NH:26]2)=[C:22](B(O)O)[CH:21]=1.C([O-])(O)=O.[Na+], predict the reaction product. The product is: [CH3:17][C:3]1[C:2]([C:22]2[CH:21]=[C:20]([C:19]([F:33])([F:32])[F:18])[CH:28]=[C:27]3[C:23]=2[CH:24]=[N:25][NH:26]3)=[CH:7][N:6]=[C:5]([N:8]2[CH2:13][C@@H:12]3[C@@H:10]([CH2:11]3)[CH:9]2[C:14]([OH:16])=[O:15])[N:4]=1. (2) Given the reactants C(OC([C@@H:8]([C@@H:12]([C:22]1[CH:27]=[CH:26][C:25]([C:28]([F:31])([F:30])[F:29])=[CH:24][CH:23]=1)[CH2:13][O:14][Si:15]([C:18]([CH3:21])([CH3:20])[CH3:19])([CH3:17])[CH3:16])[C:9]([OH:11])=O)=O)(C)(C)C.CC[N:34]=C=NCCCN(C)C.C1C=CC2N(O)N=NC=2C=1.[CH:53]1[C:62]2[C:57](=[CH:58][C:59]([C:63]3[S:67][C:66]([NH2:68])=[N:65][N:64]=3)=[CH:60][CH:61]=2)[CH:56]=[CH:55][N:54]=1.[CH:69]1[C:78]2[C:73](=CC(C(O)=O)=C[CH:77]=2)C=CN=1.ClC1C=NC=C2SC([C:92]([OH:94])=[O:93])=CC=12, predict the reaction product. The product is: [CH:53]1[C:62]2[C:57](=[CH:58][C:59]([C:63]3[S:67][C:66]([NH2:68])=[N:65][N:64]=3)=[CH:60][CH:61]=2)[CH:56]=[CH:55][N:54]=1.[Si:15]([O:14][CH2:13][C@@H:12]([C:22]1[CH:23]=[CH:24][C:25]([C:28]([F:30])([F:31])[F:29])=[CH:26][CH:27]=1)[C@H:8]([NH:34][C:92](=[O:93])[O:94][C:78]([CH3:77])([CH3:69])[CH3:73])[C:9]([NH:68][C:66]1[S:67][C:63]([C:59]2[CH:58]=[C:57]3[C:62](=[CH:61][CH:60]=2)[CH:53]=[N:54][CH:55]=[CH:56]3)=[N:64][N:65]=1)=[O:11])([C:18]([CH3:21])([CH3:19])[CH3:20])([CH3:16])[CH3:17]. (3) Given the reactants [CH2:1]([C:4]1([NH2:37])[CH2:8][CH2:7][CH:6]([C:9]2[CH:10]=[C:11]3[C:19](=[CH:20][CH:21]=2)[C:18]2[S:17][C:16]([C:22]4[O:26][N:25]=[C:24]([C:27]5[CH:32]=[CH:31][CH:30]=[CH:29][CH:28]=5)[C:23]=4[C:33]([F:36])([F:35])[F:34])=[N:15][C:14]=2[CH2:13][CH2:12]3)[CH2:5]1)[CH:2]=[CH2:3].[CH3:38][C:39]([O:42][C:43](O[C:43]([O:42][C:39]([CH3:41])([CH3:40])[CH3:38])=[O:44])=[O:44])([CH3:41])[CH3:40].CCN(CC)CC, predict the reaction product. The product is: [CH2:1]([C:4]1([NH:37][C:43](=[O:44])[O:42][C:39]([CH3:41])([CH3:40])[CH3:38])[CH2:8][CH2:7][CH:6]([C:9]2[CH:10]=[C:11]3[C:19](=[CH:20][CH:21]=2)[C:18]2[S:17][C:16]([C:22]4[O:26][N:25]=[C:24]([C:27]5[CH:28]=[CH:29][CH:30]=[CH:31][CH:32]=5)[C:23]=4[C:33]([F:34])([F:36])[F:35])=[N:15][C:14]=2[CH2:13][CH2:12]3)[CH2:5]1)[CH:2]=[CH2:3]. (4) Given the reactants Cl[C:2]1[C:3]([O:16][CH2:17][C:18]2([CH3:28])[CH2:27][CH2:26][C:21]3([O:25][CH2:24][CH2:23][O:22]3)[CH2:20][CH2:19]2)=[CH:4][C:5]([F:15])=[C:6]([CH:14]=1)[C:7]([O:9][C:10]([CH3:13])([CH3:12])[CH3:11])=[O:8].[CH:29]1(B(O)O)[CH2:31][CH2:30]1.P([O-])([O-])([O-])=O.[K+].[K+].[K+].F[B-](F)(F)F.C1(P(C2CCCCC2)C2CCCCC2)CCCCC1, predict the reaction product. The product is: [CH:29]1([C:2]2[C:3]([O:16][CH2:17][C:18]3([CH3:28])[CH2:19][CH2:20][C:21]4([O:22][CH2:23][CH2:24][O:25]4)[CH2:26][CH2:27]3)=[CH:4][C:5]([F:15])=[C:6]([CH:14]=2)[C:7]([O:9][C:10]([CH3:13])([CH3:12])[CH3:11])=[O:8])[CH2:31][CH2:30]1. (5) Given the reactants [C:1]1([CH2:7][O:8][C:9]2[CH:14]=[CH:13][CH:12]=[CH:11][C:10]=2[CH2:15][N:16]2[CH:20]=[CH:19][C:18]([N:21]3C(=O)C4C(=CC=CC=4)C3=O)=[N:17]2)[CH:6]=[CH:5][CH:4]=[CH:3][CH:2]=1.O.NN, predict the reaction product. The product is: [C:1]1([CH2:7][O:8][C:9]2[CH:14]=[CH:13][CH:12]=[CH:11][C:10]=2[CH2:15][N:16]2[CH:20]=[CH:19][C:18]([NH2:21])=[N:17]2)[CH:2]=[CH:3][CH:4]=[CH:5][CH:6]=1. (6) Given the reactants [NH:1]1[CH2:6][CH2:5][CH2:4][CH2:3][C@H:2]1[C:7]([O:9][CH2:10][CH2:11][O:12][C:13]1[CH:18]=[CH:17][C:16]([O:19][CH3:20])=[C:15]([O:21][CH3:22])[CH:14]=1)=[O:8].CCN(C(C)C)C(C)C.CN(C(ON1N=NC2C=CC=NC1=2)=[N+](C)C)C.F[P-](F)(F)(F)(F)F.[OH:56][C@@:57]1([C:64](=[O:68])[C:65](O)=[O:66])[CH2:62][CH2:61][CH2:60][CH2:59][C@H:58]1[CH3:63], predict the reaction product. The product is: [OH:56][C@@:57]1([C:64](=[O:68])[C:65]([N:1]2[CH2:6][CH2:5][CH2:4][CH2:3][CH:2]2[C:7]([O:9][CH2:10][CH2:11][O:12][C:13]2[CH:18]=[CH:17][C:16]([O:19][CH3:20])=[C:15]([O:21][CH3:22])[CH:14]=2)=[O:8])=[O:66])[CH2:62][CH2:61][CH2:60][CH2:59][C@H:58]1[CH3:63]. (7) Given the reactants [NH2:1][C:2]1[C:3]2[C:10](I)=[CH:9][N:8]([C@@H:12]3[CH2:17][CH2:16][CH2:15][N:14]([C:18]([O:20][C:21]([CH3:24])([CH3:23])[CH3:22])=[O:19])[CH2:13]3)[C:4]=2[N:5]=[CH:6][N:7]=1.[O:25]([C:32]1[CH:37]=[CH:36][C:35](B(O)O)=[CH:34][CH:33]=1)[C:26]1[CH:31]=[CH:30][CH:29]=[CH:28][CH:27]=1.C([O-])([O-])=O.[Na+].[Na+], predict the reaction product. The product is: [NH2:1][C:2]1[C:3]2[C:10]([C:35]3[CH:36]=[CH:37][C:32]([O:25][C:26]4[CH:31]=[CH:30][CH:29]=[CH:28][CH:27]=4)=[CH:33][CH:34]=3)=[CH:9][N:8]([C@@H:12]3[CH2:17][CH2:16][CH2:15][N:14]([C:18]([O:20][C:21]([CH3:24])([CH3:23])[CH3:22])=[O:19])[CH2:13]3)[C:4]=2[N:5]=[CH:6][N:7]=1. (8) Given the reactants [C:1]([C:4]1[CH:13]=[C:12]([C:14]2[S:15][CH:16]=[CH:17][CH:18]=2)[C:11]([O:19][CH3:20])=[CH:10][C:5]=1[O:6][CH2:7][C:8]#[N:9])(=[O:3])C.C(O)(C)C.[N-:25]=[N+:26]=[N-:27].[Na+].Cl, predict the reaction product. The product is: [CH3:20][O:19][C:11]1[C:12]([C:14]2[S:15][CH:16]=[CH:17][CH:18]=2)=[CH:13][C:4]([CH:1]=[O:3])=[C:5]([O:6][CH2:7][C:8]2[NH:9][N:27]=[N:26][N:25]=2)[CH:10]=1. (9) Given the reactants [C:1]([N:5]1[C:9](=[O:10])[C:8]([NH:11][CH:12]2[CH2:17][CH2:16][NH:15][CH2:14][CH2:13]2)=[C:7]([C:18]2[CH:23]=[CH:22][CH:21]=[CH:20][CH:19]=2)[S:6]1(=[O:25])=[O:24])([CH3:4])([CH3:3])[CH3:2].Br[CH2:27][C:28]1[CH:35]=[CH:34][C:31]([C:32]#[N:33])=[CH:30][CH:29]=1.C(N1CCCN2CCCN=C12)C1C=CC=CC=1, predict the reaction product. The product is: [C:1]([N:5]1[C:9](=[O:10])[C:8]([NH:11][CH:12]2[CH2:17][CH2:16][N:15]([CH2:27][C:28]3[CH:35]=[CH:34][C:31]([C:32]#[N:33])=[CH:30][CH:29]=3)[CH2:14][CH2:13]2)=[C:7]([C:18]2[CH:19]=[CH:20][CH:21]=[CH:22][CH:23]=2)[S:6]1(=[O:25])=[O:24])([CH3:4])([CH3:2])[CH3:3]. (10) Given the reactants [C:1]([O:5][C:6]1[CH:7]=[C:8]([C@H:12]([NH:14]C(=O)COC)[CH3:13])[CH:9]=[CH:10][CH:11]=1)([CH3:4])([CH3:3])[CH3:2].N(CCO)(CCO)CCO.[OH-].[Na+], predict the reaction product. The product is: [C:1]([O:5][C:6]1[CH:7]=[C:8]([C@H:12]([NH2:14])[CH3:13])[CH:9]=[CH:10][CH:11]=1)([CH3:4])([CH3:2])[CH3:3].